Task: Predict the product of the given reaction.. Dataset: Forward reaction prediction with 1.9M reactions from USPTO patents (1976-2016) Given the reactants [Br:1][C:2]1[CH:3]=[CH:4][C:5]([OH:22])=[C:6]([C:8]2[CH2:12][CH2:11][CH2:10][C:9]=2[C:13]2[CH:14]=[C:15]([CH:19]=[CH:20][CH:21]=2)[C:16]([OH:18])=[O:17])[CH:7]=1.[CH2:23](Br)[C:24]1[CH:29]=[CH:28][CH:27]=[CH:26][CH:25]=1.[OH-].[K+], predict the reaction product. The product is: [Br:1][C:2]1[CH:3]=[CH:4][C:5]([O:22][CH2:23][C:24]2[CH:29]=[CH:28][CH:27]=[CH:26][CH:25]=2)=[C:6]([C:8]2[CH2:12][CH2:11][CH2:10][C:9]=2[C:13]2[CH:14]=[C:15]([CH:19]=[CH:20][CH:21]=2)[C:16]([OH:18])=[O:17])[CH:7]=1.